From a dataset of Forward reaction prediction with 1.9M reactions from USPTO patents (1976-2016). Predict the product of the given reaction. (1) Given the reactants [CH2:1]([C@@:8]1([CH3:15])[NH:12][C:11](=[O:13])[CH:10]=[C:9]1[OH:14])[C:2]1[CH:7]=[CH:6][CH:5]=[CH:4][CH:3]=1.[CH:16](=O)[C:17]1[CH:22]=[CH:21][CH:20]=[CH:19][CH:18]=1.[F:24][C:25]1[CH:26]=[C:27]2[C:31](=[CH:32][CH:33]=1)[NH:30][CH:29]=[C:28]2[CH3:34], predict the reaction product. The product is: [CH2:1]([C@@:8]1([CH3:15])[NH:12][C:11](=[O:13])[C:10]([CH:16]([C:29]2[NH:30][C:31]3[C:27]([C:28]=2[CH3:34])=[CH:26][C:25]([F:24])=[CH:33][CH:32]=3)[C:17]2[CH:22]=[CH:21][CH:20]=[CH:19][CH:18]=2)=[C:9]1[OH:14])[C:2]1[CH:3]=[CH:4][CH:5]=[CH:6][CH:7]=1. (2) Given the reactants [S:1](Cl)(=[O:4])(=[O:3])[NH2:2].C1(C)C=CC=CC=1.[OH:13][C:14]1[CH:19]=[CH:18][C:17]([S:20][CH2:21][CH2:22][CH2:23][N:24]([N:33]2[CH:37]=[N:36][N:35]=[CH:34]2)[C:25]2[CH:32]=[CH:31][C:28]([C:29]#[N:30])=[CH:27][CH:26]=2)=[CH:16][CH:15]=1, predict the reaction product. The product is: [C:29]([C:28]1[CH:31]=[CH:32][C:25]([N:24]([N:33]2[CH:37]=[N:36][N:35]=[CH:34]2)[CH2:23][CH2:22][CH2:21][S:20][C:17]2[CH:18]=[CH:19][C:14]([O:13][S:1](=[O:4])(=[O:3])[NH2:2])=[CH:15][CH:16]=2)=[CH:26][CH:27]=1)#[N:30].